From a dataset of Experimentally validated miRNA-target interactions with 360,000+ pairs, plus equal number of negative samples. Binary Classification. Given a miRNA mature sequence and a target amino acid sequence, predict their likelihood of interaction. The miRNA is mmu-miR-15a-5p with sequence UAGCAGCACAUAAUGGUUUGUG. The protein sequence of the target gene is MFLTEDLITFNLRNFLLFQLWESSFSPGAGGFCTTLPPSFLRVDDRATSSTTDSSRAPSSPRPPGSTSHCGISTRCTERCLCVLPLRTSQVPDVMAPQHDQEKFHDLAYSCLGKSFSMSNQDLYGYSTSSLALGLAWLSWETKKKNVLHLVGLDSL. Result: 0 (no interaction).